From a dataset of Full USPTO retrosynthesis dataset with 1.9M reactions from patents (1976-2016). Predict the reactants needed to synthesize the given product. (1) Given the product [CH3:35][N:36]([CH3:42])[CH2:37][CH2:38][CH2:39][N:40]([CH3:41])[C:21]([C:20]1[CH:24]=[CH:25][CH:26]=[CH:27][C:19]=1[S:16]([NH:15][C:6]1[CH:7]=[CH:8][C:9]2[C:14](=[CH:13][CH:12]=[CH:11][CH:10]=2)[C:5]=1[C:3]([O:2][CH3:1])=[O:4])(=[O:18])=[O:17])=[O:22], predict the reactants needed to synthesize it. The reactants are: [CH3:1][O:2][C:3]([C:5]1[C:14]2[C:9](=[CH:10][CH:11]=[CH:12][CH:13]=2)[CH:8]=[CH:7][C:6]=1[NH:15][S:16]([C:19]1[CH:27]=[CH:26][CH:25]=[CH:24][C:20]=1[C:21](O)=[O:22])(=[O:18])=[O:17])=[O:4].CN1CCOCC1.[CH3:35][N:36]([CH3:42])[CH2:37][CH2:38][CH2:39][NH:40][CH3:41].F[P-](F)(F)(F)(F)F.Br[P+](N1CCCC1)(N1CCCC1)N1CCCC1.Cl. (2) Given the product [Cl:1][C:2]1[CH:7]=[C:6]([N+:8]([O-:10])=[O:9])[CH:5]=[C:4]([Cl:11])[C:3]=1[C:23]#[C:22][C:21]([CH3:25])([CH3:24])[CH3:20], predict the reactants needed to synthesize it. The reactants are: [Cl:1][C:2]1[CH:7]=[C:6]([N+:8]([O-:10])=[O:9])[CH:5]=[C:4]([Cl:11])[C:3]=1I.C(NC(C)C)(C)C.[CH3:20][C:21]([CH3:25])([CH3:24])[C:22]#[CH:23].